Dataset: Peptide-MHC class I binding affinity with 185,985 pairs from IEDB/IMGT. Task: Regression. Given a peptide amino acid sequence and an MHC pseudo amino acid sequence, predict their binding affinity value. This is MHC class I binding data. (1) The peptide sequence is FIVYGRSNAI. The MHC is HLA-A02:02 with pseudo-sequence HLA-A02:02. The binding affinity (normalized) is 0.448. (2) The peptide sequence is IPQCRLTPL. The MHC is HLA-A02:01 with pseudo-sequence HLA-A02:01. The binding affinity (normalized) is 0. (3) The peptide sequence is EEKAFSPEV. The MHC is HLA-B45:01 with pseudo-sequence HLA-B45:01. The binding affinity (normalized) is 0.792. (4) The peptide sequence is FYLPNIVDY. The MHC is HLA-A31:01 with pseudo-sequence HLA-A31:01. The binding affinity (normalized) is 0.0847. (5) The binding affinity (normalized) is 1.00. The peptide sequence is ALYEKKLAL. The MHC is BoLA-HD6 with pseudo-sequence BoLA-HD6. (6) The peptide sequence is DEVEFLGHY. The MHC is HLA-B39:01 with pseudo-sequence HLA-B39:01. The binding affinity (normalized) is 0.213.